This data is from Full USPTO retrosynthesis dataset with 1.9M reactions from patents (1976-2016). The task is: Predict the reactants needed to synthesize the given product. Given the product [NH2:1][C:4]1[CH:8]=[CH:7][N:6]([CH2:10][C:11]([O:13][CH3:14])=[O:12])[N:5]=1, predict the reactants needed to synthesize it. The reactants are: [N+:1]([C:4]1[CH:8]=[CH:7][NH:6][N:5]=1)([O-])=O.Cl[CH2:10][C:11]([O:13][CH3:14])=[O:12].